Dataset: Full USPTO retrosynthesis dataset with 1.9M reactions from patents (1976-2016). Task: Predict the reactants needed to synthesize the given product. (1) The reactants are: [CH:1]([C:3]1[C:8]2[C:9]3[CH2:14][CH2:13][N:12]([C:15]([O:17][CH2:18][CH3:19])=[O:16])[CH2:11][C:10]=3[O:20][C:7]=2[C:6]([O:21][CH3:22])=[CH:5][CH:4]=1)=[O:2].S(=O)(=O)([OH:25])N.Cl([O-])=O.[Na+]. Given the product [CH2:18]([O:17][C:15]([N:12]1[CH2:13][CH2:14][C:9]2[C:8]3[C:7](=[C:6]([O:21][CH3:22])[CH:5]=[CH:4][C:3]=3[C:1]([OH:25])=[O:2])[O:20][C:10]=2[CH2:11]1)=[O:16])[CH3:19], predict the reactants needed to synthesize it. (2) The reactants are: II.[C:3]([O:7][C:8]([NH:10][C@H:11]([CH2:16]I)[C:12]([O:14]C)=O)=[O:9])([CH3:6])([CH3:5])[CH3:4].[NH2:18][C:19]1[C:20](Cl)=[N:21][CH:22]=[C:23]([CH:28]=1)[C:24]([O:26][CH3:27])=[O:25].C(=O)([O-])[O-].[K+].[K+]. Given the product [C:3]([O:7][C:8]([NH:10][C@@H:11]1[CH2:16][C:20]2[N:21]=[CH:22][C:23]([C:24]([O:26][CH3:27])=[O:25])=[CH:28][C:19]=2[NH:18][C:12]1=[O:14])=[O:9])([CH3:4])([CH3:5])[CH3:6], predict the reactants needed to synthesize it. (3) Given the product [C:8]1(=[O:15])[C:9]2[CH:2]3[CH2:3][CH2:4][CH2:5][CH2:6][CH:1]3[O:14][C:10]=2[CH2:11][CH2:12][CH2:13]1, predict the reactants needed to synthesize it. The reactants are: [C:1]1(=O)[CH2:6][CH2:5][CH2:4][CH2:3][CH2:2]1.[C:8]1(=[O:15])[CH2:13][CH2:12][CH2:11][C:10](=[O:14])[CH2:9]1.O.C1(C)C=CC(S(O)(=O)=O)=CC=1. (4) Given the product [F:1][C:2]1[C:7]2[N:8]=[C:9]([CH2:11][C:12]3[C:20]4[C:15](=[CH:16][CH:17]=[CH:18][CH:19]=4)[N:14]([CH2:21][C:22]([OH:24])=[O:23])[CH:13]=3)[S:10][C:6]=2[C:5]([F:27])=[CH:4][C:3]=1[F:28], predict the reactants needed to synthesize it. The reactants are: [F:1][C:2]1[C:7]2[N:8]=[C:9]([CH2:11][C:12]3[C:20]4[C:15](=[CH:16][CH:17]=[CH:18][CH:19]=4)[N:14]([CH2:21][C:22]([O:24]CC)=[O:23])[CH:13]=3)[S:10][C:6]=2[C:5]([F:27])=[CH:4][C:3]=1[F:28].[OH-].[Na+].Cl.